Dataset: Catalyst prediction with 721,799 reactions and 888 catalyst types from USPTO. Task: Predict which catalyst facilitates the given reaction. (1) Reactant: [CH2:1]([C:3]1[N:7]2[N:8]=[C:9]([CH3:24])[C:10]([C:19]([O:21]CC)=[O:20])=[C:11]([C:12]3[CH:13]=[N:14][CH:15]=[C:16]([CH3:18])[CH:17]=3)[C:6]2=[CH:5][CH:4]=1)[CH3:2].[OH-].[K+].Cl. Product: [CH2:1]([C:3]1[N:7]2[N:8]=[C:9]([CH3:24])[C:10]([C:19]([OH:21])=[O:20])=[C:11]([C:12]3[CH:13]=[N:14][CH:15]=[C:16]([CH3:18])[CH:17]=3)[C:6]2=[CH:5][CH:4]=1)[CH3:2]. The catalyst class is: 823. (2) Reactant: [Cl:1][C:2]1[CH:8]=[CH:7][CH:6]=[CH:5][C:3]=1[NH2:4].[CH:9](=O)[C:10]1[CH:15]=[CH:14][CH:13]=[CH:12][CH:11]=1. Product: [C:10]1([CH:9]=[N:4][C:3]2[CH:5]=[CH:6][CH:7]=[CH:8][C:2]=2[Cl:1])[CH:15]=[CH:14][CH:13]=[CH:12][CH:11]=1. The catalyst class is: 8.